The task is: Predict the product of the given reaction.. This data is from Forward reaction prediction with 1.9M reactions from USPTO patents (1976-2016). Given the reactants [NH2:1][N:2]1[C:20]([CH3:22])([CH3:21])[CH2:19][C:5]2[NH:6][C:7]3[CH:13]=[CH:12][C:11]([O:14][C:15]([F:18])([F:17])[F:16])=[CH:10][C:8]=3[S:9][C:4]=2[C:3]1=[O:23].Br[CH2:25][C:26]#[N:27].O, predict the reaction product. The product is: [CH3:22][C:20]1([CH3:21])[N:2]([NH:1][CH2:25][C:26]#[N:27])[C:3](=[O:23])[C:4]2[S:9][C:8]3[CH:10]=[C:11]([O:14][C:15]([F:18])([F:17])[F:16])[CH:12]=[CH:13][C:7]=3[NH:6][C:5]=2[CH2:19]1.